Task: Predict which catalyst facilitates the given reaction.. Dataset: Catalyst prediction with 721,799 reactions and 888 catalyst types from USPTO (1) Reactant: [NH2:1][N:2]1[C:6]([C:7]([OH:9])=O)=[CH:5][N:4]=[C:3]1[CH:10]1[CH2:14][CH2:13][O:12][CH2:11]1.[Cl:15][C:16]1[CH:21]=[CH:20][C:19]([C@H:22]2[CH2:26][NH:25][C:24](SC)=[N:23]2)=[CH:18][CH:17]=1.CN(C(ON1N=NC2C=CC=CC1=2)=[N+](C)C)C.[B-](F)(F)(F)F.CCN(C(C)C)C(C)C. Product: [Cl:15][C:16]1[CH:17]=[CH:18][C:19]([C@H:22]2[CH2:26][N:25]3[C:24]([NH:1][N:2]4[C:3]([CH:10]5[CH2:14][CH2:13][O:12][CH2:11]5)=[N:4][CH:5]=[C:6]4[C:7]3=[O:9])=[N:23]2)=[CH:20][CH:21]=1. The catalyst class is: 3. (2) Reactant: ClC1C=CC=C(C(OO)=[O:9])C=1.[O:12]=[C:13]([N:29]1[CH2:34][CH2:33][CH:32]([S:35][C:36]2[CH:41]=[CH:40][CH:39]=[CH:38][C:37]=2[C:42]([F:45])([F:44])[F:43])[CH2:31][CH2:30]1)[CH2:14][NH:15][C:16]([C:18]1[CH:22]=[C:21]([C:23]2[CH:28]=[CH:27][CH:26]=[CH:25][CH:24]=2)[NH:20][N:19]=1)=[O:17]. Product: [O:12]=[C:13]([N:29]1[CH2:30][CH2:31][CH:32]([S:35]([C:36]2[CH:41]=[CH:40][CH:39]=[CH:38][C:37]=2[C:42]([F:44])([F:43])[F:45])=[O:9])[CH2:33][CH2:34]1)[CH2:14][NH:15][C:16]([C:18]1[CH:22]=[C:21]([C:23]2[CH:24]=[CH:25][CH:26]=[CH:27][CH:28]=2)[NH:20][N:19]=1)=[O:17]. The catalyst class is: 2. (3) Reactant: [Br:1][C:2]1[C:11]2[C:6](=[CH:7][CH:8]=[CH:9][CH:10]=2)[CH:5]=[C:4]([CH3:12])[CH:3]=1.Cl[CH:14](Cl)[O:15]C.O. Product: [Br:1][C:2]1[C:11]2[C:6](=[CH:7][CH:8]=[CH:9][CH:10]=2)[C:5]([CH:14]=[O:15])=[C:4]([CH3:12])[CH:3]=1. The catalyst class is: 642.